Dataset: Catalyst prediction with 721,799 reactions and 888 catalyst types from USPTO. Task: Predict which catalyst facilitates the given reaction. (1) Reactant: Cl[C:2]1[C:7]([C:8]#[N:9])=[CH:6][N:5]=[C:4]([S:10][CH3:11])[N:3]=1.[CH:12]1([C:15]([NH2:18])([CH3:17])[CH3:16])[CH2:14][CH2:13]1.CCN(C(C)C)C(C)C.O. Product: [CH:12]1([C:15]([NH:18][C:2]2[C:7]([C:8]#[N:9])=[CH:6][N:5]=[C:4]([S:10][CH3:11])[N:3]=2)([CH3:17])[CH3:16])[CH2:14][CH2:13]1. The catalyst class is: 3. (2) Reactant: [Cl:1][C:2]1[CH:3]=[C:4]([NH2:15])[CH:5]=[CH:6][C:7]=1[S:8][C:9]1[N:10]([CH3:14])[CH2:11][CH2:12][N:13]=1.C(N(C(C)C)CC)(C)C.[C:25](Cl)(Cl)=[S:26]. Product: [Cl:1][C:2]1[CH:3]=[C:4]([N:15]=[C:25]=[S:26])[CH:5]=[CH:6][C:7]=1[S:8][C:9]1[N:10]([CH3:14])[CH2:11][CH2:12][N:13]=1. The catalyst class is: 7. (3) Reactant: [NH:1](C(OCC1C=CC=CC=1)=O)[C@@H:2]([C:13]([NH:15][C@H:16]([C:29]([O:31][CH3:32])=[O:30])[CH2:17][CH2:18][CH2:19][CH2:20][NH:21][C:22]([O:24][C:25]([CH3:28])([CH3:27])[CH3:26])=[O:23])=[O:14])[CH2:3][C:4]1[C:12]2[C:7](=[CH:8][CH:9]=[CH:10][CH:11]=2)[NH:6][CH:5]=1. Product: [NH2:1][C@@H:2]([C:13]([NH:15][C@H:16]([C:29]([O:31][CH3:32])=[O:30])[CH2:17][CH2:18][CH2:19][CH2:20][NH:21][C:22]([O:24][C:25]([CH3:26])([CH3:27])[CH3:28])=[O:23])=[O:14])[CH2:3][C:4]1[C:12]2[C:7](=[CH:8][CH:9]=[CH:10][CH:11]=2)[NH:6][CH:5]=1. The catalyst class is: 5. (4) The catalyst class is: 40. Reactant: Cl.[NH2:2][C:3]1[CH:8]=[C:7]([O:9][CH3:10])[CH:6]=[CH:5][C:4]=1[OH:11].Cl[C:13]1[CH:18]=[CH:17][C:16]([N+:19]([O-:21])=[O:20])=[CH:15][C:14]=1[N+:22]([O-:24])=[O:23].C([O-])(=O)C.[Na+]. Product: [N+:19]([C:16]1[CH:15]=[C:14]([N+:22]([O-:24])=[O:23])[CH:13]=[CH:18][C:17]=1[NH:2][C:3]1[CH:8]=[C:7]([O:9][CH3:10])[CH:6]=[CH:5][C:4]=1[OH:11])([O-:21])=[O:20]. (5) Reactant: [SH:1][CH2:2][C:3]1[CH:4]=[C:5]([CH:9]=[CH:10][CH:11]=1)[C:6]([OH:8])=[O:7].C1CCN2C(=NCCC2)CC1.[C:23]([O:27][C:28]([CH3:31])([CH3:30])[CH3:29])(=[O:26])[CH:24]=[CH2:25]. Product: [C:28]([O:27][C:23](=[O:26])[CH2:24][CH2:25][S:1][CH2:2][C:3]1[CH:4]=[C:5]([CH:9]=[CH:10][CH:11]=1)[C:6]([OH:8])=[O:7])([CH3:31])([CH3:30])[CH3:29]. The catalyst class is: 10. (6) The catalyst class is: 67. Reactant: [Cl:1][C:2]1[CH:7]=[CH:6][C:5]([NH:8][C:9]([N:11]2[CH2:15][CH2:14][CH2:13][CH2:12]2)=[O:10])=[CH:4][C:3]=1[C:16]1[N:17]=[C:18]2[N:23]=[CH:22][C:21]([C:24]3[CH2:29][CH2:28][N:27](C(OC(C)(C)C)=O)[CH2:26][CH:25]=3)=[CH:20][N:19]2[CH:37]=1. Product: [Cl:1][C:2]1[CH:7]=[CH:6][C:5]([NH:8][C:9]([N:11]2[CH2:12][CH2:13][CH2:14][CH2:15]2)=[O:10])=[CH:4][C:3]=1[C:16]1[N:17]=[C:18]2[N:23]=[CH:22][C:21]([C:24]3[CH2:29][CH2:28][NH:27][CH2:26][CH:25]=3)=[CH:20][N:19]2[CH:37]=1. (7) The catalyst class is: 7. Product: [CH3:1][CH:2]1[CH2:6][CH2:5][CH2:4][N:3]1[CH2:7][CH2:8][CH2:9][O:10][C:11]1[CH:16]=[CH:15][C:14]([C:17]2[S:18][C:19]3[CH2:20][N:21]([C:26](=[O:32])[CH2:27][C:28]([O-:30])=[O:29])[CH2:22][CH2:23][C:24]=3[N:25]=2)=[CH:13][CH:12]=1.[K+:34]. Reactant: [CH3:1][CH:2]1[CH2:6][CH2:5][CH2:4][N:3]1[CH2:7][CH2:8][CH2:9][O:10][C:11]1[CH:16]=[CH:15][C:14]([C:17]2[S:18][C:19]3[CH2:20][N:21]([C:26](=[O:32])[CH2:27][C:28]([O:30]C)=[O:29])[CH2:22][CH2:23][C:24]=3[N:25]=2)=[CH:13][CH:12]=1.[OH-].[K+:34]. (8) Reactant: C(OC([N:8]1[CH2:13][C@H:12]([CH2:14][N:15]2[C@H:20]([CH3:21])[CH2:19][O:18][CH2:17][C@H:16]2[CH3:22])[N:11]([CH2:23][C:24]([N:26]2[C:34]3[C:29](=[N:30][CH:31]=[C:32]([CH2:35][C:36]4[CH:41]=[CH:40][C:39]([F:42])=[CH:38][CH:37]=4)[CH:33]=3)[C:28]([CH3:44])([CH3:43])[CH2:27]2)=[O:25])[CH2:10][C@H:9]1[CH3:45])=O)(C)(C)C.O1CCOCC1.[ClH:52]. Product: [ClH:52].[ClH:52].[CH3:22][C@@H:16]1[CH2:17][O:18][CH2:19][C@@H:20]([CH3:21])[N:15]1[CH2:14][C@H:12]1[CH2:13][NH:8][C@H:9]([CH3:45])[CH2:10][N:11]1[CH2:23][C:24]([N:26]1[C:34]2[C:29](=[N:30][CH:31]=[C:32]([CH2:35][C:36]3[CH:37]=[CH:38][C:39]([F:42])=[CH:40][CH:41]=3)[CH:33]=2)[C:28]([CH3:44])([CH3:43])[CH2:27]1)=[O:25]. The catalyst class is: 13.